From a dataset of Full USPTO retrosynthesis dataset with 1.9M reactions from patents (1976-2016). Predict the reactants needed to synthesize the given product. Given the product [ClH:14].[NH2:10][CH2:9][C:5]1[C:6](=[O:8])[NH:7][C:2]([CH3:1])=[CH:3][C:4]=1[CH2:11][CH2:12][CH3:13], predict the reactants needed to synthesize it. The reactants are: [CH3:1][C:2]1[NH:7][C:6](=[O:8])[C:5]([C:9]#[N:10])=[C:4]([CH2:11][CH2:12][CH3:13])[CH:3]=1.[ClH:14].